This data is from Reaction yield outcomes from USPTO patents with 853,638 reactions. The task is: Predict the reaction yield, written as a fraction of the theoretical maximum amount of product (1.0 means a 100% yield; for example, 0.34 means a 34% yield). The reactants are [CH2:1]([N:8]([CH2:19][CH2:20][OH:21])[C:9](=O)[CH2:10][C:11]1[C:12]([Cl:17])=[N:13][CH:14]=[CH:15][CH:16]=1)[C:2]1[CH:7]=[CH:6][CH:5]=[CH:4][CH:3]=1.CO. The yield is 0.460. The catalyst is C1COCC1. The product is [CH2:1]([N:8]([CH2:9][CH2:10][C:11]1[C:12]([Cl:17])=[N:13][CH:14]=[CH:15][CH:16]=1)[CH2:19][CH2:20][OH:21])[C:2]1[CH:3]=[CH:4][CH:5]=[CH:6][CH:7]=1.